From a dataset of Forward reaction prediction with 1.9M reactions from USPTO patents (1976-2016). Predict the product of the given reaction. (1) Given the reactants [O:1]1[CH2:5][CH2:4][CH2:3][CH2:2]1.BrC1[CH:8]=[CH:9][C:10]2[NH:15][C:14](=[O:16])[O:13][C:12](C)([CH3:17])[C:11]=2C=1.CN(C)C=O, predict the reaction product. The product is: [CH3:11][C:12]1([CH3:17])[C:2]2[CH:3]=[C:4]([CH:5]=[O:1])[CH:8]=[CH:9][C:10]=2[NH:15][C:14](=[O:16])[O:13]1. (2) Given the reactants Cl[C:2]1[N:11]=[C:10]([NH:12][CH2:13][CH:14]([C:21]2[CH:26]=[CH:25][CH:24]=[CH:23][CH:22]=2)[C:15]2[CH:20]=[CH:19][CH:18]=[CH:17][CH:16]=2)[C:9]2[C:4](=[CH:5][CH:6]=[CH:7][CH:8]=2)[N:3]=1.[CH3:27][N:28]([CH3:38])[C:29]1[N:34]=[CH:33][C:32](B(O)O)=[CH:31][N:30]=1.C(NC1C2C(=CC=CC=2)N=C(C2SC3C=CC=CC=3C=2)N=1)(C1C=CC=CC=1)C1C=CC=CC=1, predict the reaction product. The product is: [C:15]1([CH:14]([C:21]2[CH:26]=[CH:25][CH:24]=[CH:23][CH:22]=2)[CH2:13][NH:12][C:10]2[C:9]3[C:4](=[CH:5][CH:6]=[CH:7][CH:8]=3)[N:3]=[C:2]([C:32]3[CH:31]=[N:30][C:29]([N:28]([CH3:38])[CH3:27])=[N:34][CH:33]=3)[N:11]=2)[CH:20]=[CH:19][CH:18]=[CH:17][CH:16]=1. (3) Given the reactants [O:1]1[CH:5]=[CH:4][CH:3]=[C:2]1[C:6]1[N:10]([C:11]2[CH:16]=[CH:15][C:14]([O:17][CH3:18])=[CH:13][CH:12]=2)[N:9]=[C:8]([C:19]([O:21]C(C)(C)C)=[O:20])[CH:7]=1.FC(F)(F)C(O)=O, predict the reaction product. The product is: [O:1]1[CH:5]=[CH:4][CH:3]=[C:2]1[C:6]1[N:10]([C:11]2[CH:12]=[CH:13][C:14]([O:17][CH3:18])=[CH:15][CH:16]=2)[N:9]=[C:8]([C:19]([OH:21])=[O:20])[CH:7]=1. (4) Given the reactants [C:1]1([C:18]2[CH:23]=[CH:22][CH:21]=[CH:20][CH:19]=2)[CH:6]=[CH:5][C:4]([C:7]([N:9]2[CH2:13][C:12](=O)[CH2:11][C@H:10]2[C:15]([OH:17])=[O:16])=[O:8])=[CH:3][CH:2]=1.Cl.[CH3:25][O:26][NH2:27].ClCCl.C(N(CC)CC)C, predict the reaction product. The product is: [C:1]1([C:18]2[CH:19]=[CH:20][CH:21]=[CH:22][CH:23]=2)[CH:2]=[CH:3][C:4]([C:7]([N:9]2[CH2:13][C:12](=[N:27][O:26][CH3:25])[CH2:11][C@H:10]2[C:15]([OH:17])=[O:16])=[O:8])=[CH:5][CH:6]=1. (5) Given the reactants [Cl:1][C:2]1[CH:7]=[C:6](Cl)[CH:5]=[C:4]([Cl:9])[N:3]=1.[O:10]1[CH2:15][CH2:14][CH:13]([C:16]#[N:17])[CH2:12][CH2:11]1.C[Si]([N-][Si](C)(C)C)(C)C.[Li+], predict the reaction product. The product is: [Cl:1][C:2]1[CH:7]=[C:6]([C:13]2([C:16]#[N:17])[CH2:14][CH2:15][O:10][CH2:11][CH2:12]2)[CH:5]=[C:4]([Cl:9])[N:3]=1. (6) The product is: [CH2:18]([C:17]([C:21]1[CH:29]=[CH:28][C:24]([C:25]([OH:27])=[O:26])=[CH:23][CH:22]=1)=[C:8]([C:10]1[CH:15]=[CH:14][C:13]([OH:16])=[CH:12][CH:11]=1)[C:5]1[CH:6]=[CH:7][C:2]([OH:1])=[CH:3][CH:4]=1)[CH3:19]. Given the reactants [OH:1][C:2]1[CH:7]=[CH:6][C:5]([C:8]([C:10]2[CH:15]=[CH:14][C:13]([OH:16])=[CH:12][CH:11]=2)=O)=[CH:4][CH:3]=1.[C:17]([C:21]1[CH:29]=[CH:28][C:24]([C:25]([OH:27])=[O:26])=[CH:23][CH:22]=1)(=O)[CH2:18][CH3:19], predict the reaction product.